Dataset: Peptide-MHC class I binding affinity with 185,985 pairs from IEDB/IMGT. Task: Regression. Given a peptide amino acid sequence and an MHC pseudo amino acid sequence, predict their binding affinity value. This is MHC class I binding data. (1) The peptide sequence is PPTKGANFP. The MHC is HLA-B27:05 with pseudo-sequence HLA-B27:05. The binding affinity (normalized) is 0. (2) The peptide sequence is VSVNNVCHMY. The MHC is HLA-A30:02 with pseudo-sequence HLA-A30:02. The binding affinity (normalized) is 0.825. (3) The peptide sequence is DSKGISHFY. The MHC is HLA-A24:02 with pseudo-sequence HLA-A24:02. The binding affinity (normalized) is 0.0105.